From a dataset of Forward reaction prediction with 1.9M reactions from USPTO patents (1976-2016). Predict the product of the given reaction. (1) Given the reactants [CH:1]1([C:4]2[C:5]([C:18]3[C:26]4[C:21](=[CH:22][CH:23]=[CH:24][CH:25]=4)[N:20]([S:27]([C:30]4[CH:35]=[CH:34][CH:33]=[CH:32][CH:31]=4)(=[O:29])=[O:28])[CH:19]=3)=[N:6][C:7]([NH:10][C@@H:11]3[CH2:16][CH2:15][CH2:14][C@H:13]([NH2:17])[CH2:12]3)=[N:8][CH:9]=2)[CH2:3][CH2:2]1.[C:36]([O:40][C:41]([NH:43][C:44]1[CH:52]=[CH:51][C:47]([C:48](O)=[O:49])=[CH:46][CH:45]=1)=[O:42])([CH3:39])([CH3:38])[CH3:37].CN(C(ON1N=NC2C=CC=CC1=2)=[N+](C)C)C.F[P-](F)(F)(F)(F)F.CCN(C(C)C)C(C)C, predict the reaction product. The product is: [CH:1]1([C:4]2[C:5]([C:18]3[C:26]4[C:21](=[CH:22][CH:23]=[CH:24][CH:25]=4)[N:20]([S:27]([C:30]4[CH:35]=[CH:34][CH:33]=[CH:32][CH:31]=4)(=[O:28])=[O:29])[CH:19]=3)=[N:6][C:7]([NH:10][C@@H:11]3[CH2:16][CH2:15][CH2:14][C@H:13]([NH:17][C:48]([C:47]4[CH:46]=[CH:45][C:44]([NH:43][C:41](=[O:42])[O:40][C:36]([CH3:38])([CH3:37])[CH3:39])=[CH:52][CH:51]=4)=[O:49])[CH2:12]3)=[N:8][CH:9]=2)[CH2:2][CH2:3]1. (2) The product is: [F:36][C:35]([F:38])([F:37])[C:33]([OH:39])=[O:34].[CH:1]([C:4]1[C:19]([O:20][C:21]2([CH3:32])[CH2:22][NH:23][CH2:24]2)=[CH:18][C:7]2[N:8]3[C@H:13]([CH3:14])[C:12](=[O:15])[NH:11][N:10]=[C:9]3[CH2:16][O:17][C:6]=2[CH:5]=1)([CH3:3])[CH3:2]. Given the reactants [CH:1]([C:4]1[C:19]([O:20][C:21]2([CH3:32])[CH2:24][N:23](C(OC(C)(C)C)=O)[CH2:22]2)=[CH:18][C:7]2[N:8]3[C@H:13]([CH3:14])[C:12](=[O:15])[NH:11][N:10]=[C:9]3[CH2:16][O:17][C:6]=2[CH:5]=1)([CH3:3])[CH3:2].[C:33]([OH:39])([C:35]([F:38])([F:37])[F:36])=[O:34], predict the reaction product. (3) Given the reactants C([N:5](C)[C:6]([C:8]1[CH:9]=[C:10]([CH:14]=[CH:15][CH:16]=1)[C:11](O)=[O:12])=[O:7])CCC.CCN(C(C)C)C(C)C.CN(C(ON1N=NC2C=CC=NC1=2)=[N+](C)C)C.F[P-](F)(F)(F)(F)F.[NH2:51][C@@H:52]([CH2:75][C:76]1[CH:81]=[C:80]([F:82])[CH:79]=[C:78]([F:83])[CH:77]=1)[C@@H:53]([C@H:62]1[CH2:66][C@@H:65]([OH:67])[CH2:64][N:63]1[C:68]([O:70][C:71]([CH3:74])([CH3:73])[CH3:72])=[O:69])[O:54][Si:55]([C:58]([CH3:61])([CH3:60])[CH3:59])([CH3:57])[CH3:56], predict the reaction product. The product is: [Si:55]([O:54][C@H:53]([C@H:62]1[CH2:66][C@@H:65]([OH:67])[CH2:64][N:63]1[C:68]([O:70][C:71]([CH3:73])([CH3:74])[CH3:72])=[O:69])[C@@H:52]([NH:51][C:11](=[O:12])[C:10]1[CH:14]=[CH:15][CH:16]=[C:8]([C:6](=[O:7])[NH2:5])[CH:9]=1)[CH2:75][C:76]1[CH:77]=[C:78]([F:83])[CH:79]=[C:80]([F:82])[CH:81]=1)([C:58]([CH3:59])([CH3:60])[CH3:61])([CH3:57])[CH3:56].